Dataset: Forward reaction prediction with 1.9M reactions from USPTO patents (1976-2016). Task: Predict the product of the given reaction. (1) Given the reactants [Cl:1][C:2]1[CH:3]=[CH:4][C:5]([O:35][CH3:36])=[C:6]([CH:34]=1)[CH2:7][CH:8]1[C:14](=[O:15])[N:13]([C:16]([NH:18][CH:19]([CH2:31][CH3:32])[C:20]([NH:22][CH2:23][C:24](OC(C)(C)C)=O)=[O:21])=[O:17])[CH2:12][C:11](=[O:33])[NH:10][CH2:9]1.Cl.C(OC(=O)CN)(C)(C)C.NC1C=[CH:52][N:51]=[CH:50][CH:49]=1, predict the reaction product. The product is: [Cl:1][C:2]1[CH:3]=[CH:4][C:5]([O:35][CH3:36])=[C:6]([CH:34]=1)[CH2:7][CH:8]1[C:14](=[O:15])[N:13]([C:16]([NH:18][C@@H:19]([C:20]([NH:22][C:23]2[CH:24]=[CH:52][N:51]=[CH:50][CH:49]=2)=[O:21])[CH2:31][CH3:32])=[O:17])[CH2:12][C:11](=[O:33])[NH:10][CH2:9]1. (2) Given the reactants CC([O-])(C)C.[K+].[CH3:7][O:8][C:9]1[CH:31]=[CH:30][C:12]([CH2:13][N:14]2[C:20](=[O:21])[CH2:19][C:18]3[CH:22]=[CH:23][CH:24]=[CH:25][C:17]=3[C:16]3[CH:26]=[CH:27][CH:28]=[CH:29][C:15]2=3)=[CH:11][CH:10]=1.C([O:37][N:38]=O)CC(C)C.[Na+].[Cl-], predict the reaction product. The product is: [CH3:7][O:8][C:9]1[CH:10]=[CH:11][C:12]([CH2:13][N:14]2[C:20](=[O:21])[C:19](=[N:38][OH:37])[C:18]3[CH:22]=[CH:23][CH:24]=[CH:25][C:17]=3[C:16]3[CH:26]=[CH:27][CH:28]=[CH:29][C:15]2=3)=[CH:30][CH:31]=1. (3) Given the reactants [NH2:1][C:2]1[C:7]([NH2:8])=[CH:6][C:5]([Br:9])=[CH:4][N:3]=1.[Cl:10][C:11]1[CH:12]=[C:13]([CH:17]=[CH:18][CH:19]=1)[C:14](O)=O.[OH-].[Na+], predict the reaction product. The product is: [Br:9][C:5]1[CH:6]=[C:7]2[NH:8][C:14]([C:13]3[CH:17]=[CH:18][CH:19]=[C:11]([Cl:10])[CH:12]=3)=[N:1][C:2]2=[N:3][CH:4]=1.